Dataset: CYP3A4 inhibition data for predicting drug metabolism from PubChem BioAssay. Task: Regression/Classification. Given a drug SMILES string, predict its absorption, distribution, metabolism, or excretion properties. Task type varies by dataset: regression for continuous measurements (e.g., permeability, clearance, half-life) or binary classification for categorical outcomes (e.g., BBB penetration, CYP inhibition). Dataset: cyp3a4_veith. (1) The molecule is CCn1c(C)cc(/C=C2\NC(=O)N(Cc3ccc(Cl)cc3)C2=O)c1C. The result is 1 (inhibitor). (2) The drug is Cc1ccc(Nc2ncccc2C(=O)NCc2cccs2)c(C)c1. The result is 1 (inhibitor). (3) The drug is COCC(=O)N1CCC2(CC1)CCN(c1ccccc1)CC2. The result is 0 (non-inhibitor). (4) The drug is Cc1ccc(C(=O)NNC(=O)CSc2nnc3c(n2)[nH]c2ccc(F)cc23)cc1. The result is 1 (inhibitor). (5) The molecule is C[C@@]12CC[C@@H]3c4ccc(O)cc4CC[C@H]3[C@H]1CC[C@H]2O. The result is 0 (non-inhibitor). (6) The molecule is O=C(Oc1c(Cl)cc(Cl)c2ccccc12)N1CCCC1. The result is 0 (non-inhibitor). (7) The compound is CCOc1ccc(C(=O)CN2CCN(S(=O)(=O)c3ccc(F)cc3)CC2)cc1. The result is 1 (inhibitor).